From a dataset of Full USPTO retrosynthesis dataset with 1.9M reactions from patents (1976-2016). Predict the reactants needed to synthesize the given product. (1) Given the product [Cl:29][C:30]1[CH:31]=[CH:32][C:33]([C:36]#[C:37][P:38](=[O:42])([O:43][C:8]([CH2:9][CH2:10][CH2:11][C:12]2[CH:13]=[CH:14][CH:15]=[CH:16][CH:17]=2)=[CH2:7])[O:39][CH2:40][CH3:41])=[CH:34][CH:35]=1, predict the reactants needed to synthesize it. The reactants are: CC(P(C(C)(C)C)C1[C:11]([C:12]2[CH:17]=[CH:16][CH:15]=[CH:14][CH:13]=2)=[CH:10][CH:9]=[CH:8][CH:7]=1)(C)C.C(N(CC)CC)C.[Cl:29][C:30]1[CH:35]=[CH:34][C:33]([C:36]#[C:37][P:38](=[O:43])([OH:42])[O:39][CH2:40][CH3:41])=[CH:32][CH:31]=1.C(C1C=CC=CC=1)CCC#C. (2) Given the product [C:1]([O:5][C:6]([N:8]1[CH2:13][CH2:12][O:11][C@H:10]([CH2:14][C:15]2[CH:20]=[CH:19][CH:18]=[C:17]([CH:29]=[O:30])[CH:16]=2)[CH2:9]1)=[O:7])([CH3:4])([CH3:3])[CH3:2], predict the reactants needed to synthesize it. The reactants are: [C:1]([O:5][C:6]([N:8]1[CH2:13][CH2:12][O:11][C@H:10]([CH2:14][C:15]2[CH:20]=[CH:19][CH:18]=[C:17](Br)[CH:16]=2)[CH2:9]1)=[O:7])([CH3:4])([CH3:3])[CH3:2].C([Li])(C)(C)C.CN(C)[CH:29]=[O:30].[Cl-].[NH4+]. (3) Given the product [OH:1][C:2]1([C:9]2[S:13][N:12]=[C:11]([CH3:14])[CH:10]=2)[CH2:7][CH2:6][CH:5]([N:15]2[CH2:18][CH:17]([NH:19][C:20]([CH2:22][NH:23][C:24](=[O:35])[C:25]3[CH:30]=[CH:29][CH:28]=[C:27]([C:31]([F:34])([F:32])[F:33])[CH:26]=3)=[O:21])[CH2:16]2)[CH2:4][CH2:3]1, predict the reactants needed to synthesize it. The reactants are: [OH:1][C:2]1([C:9]2[S:13][N:12]=[C:11]([CH3:14])[CH:10]=2)[CH2:7][CH2:6][C:5](=O)[CH2:4][CH2:3]1.[NH:15]1[CH2:18][CH:17]([NH:19][C:20]([CH2:22][NH:23][C:24](=[O:35])[C:25]2[CH:30]=[CH:29][CH:28]=[C:27]([C:31]([F:34])([F:33])[F:32])[CH:26]=2)=[O:21])[CH2:16]1. (4) Given the product [NH2:16][C:17]1[C:25]([Cl:26])=[C:24]([CH2:27][N:28]2[CH2:33][CH2:32][N:31]([C:34]([O:36][C:37]([CH3:39])([CH3:38])[CH3:40])=[O:35])[CH2:30][CH2:29]2)[C:23]([C:41]([F:43])([F:44])[F:42])=[CH:22][C:18]=1[C:19](=[O:20])[NH:15][NH:14][C:7]1[CH:8]=[C:9]([C:10]#[N:11])[CH:12]=[CH:13][C:6]=1[S:3]([CH2:1][CH3:2])(=[O:4])=[O:5], predict the reactants needed to synthesize it. The reactants are: [CH2:1]([S:3]([C:6]1[CH:13]=[CH:12][C:9]([C:10]#[N:11])=[CH:8][C:7]=1[NH:14][NH2:15])(=[O:5])=[O:4])[CH3:2].[NH2:16][C:17]1[C:25]([Cl:26])=[C:24]([CH2:27][N:28]2[CH2:33][CH2:32][N:31]([C:34]([O:36][C:37]([CH3:40])([CH3:39])[CH3:38])=[O:35])[CH2:30][CH2:29]2)[C:23]([C:41]([F:44])([F:43])[F:42])=[CH:22][C:18]=1[C:19](O)=[O:20].BrC1C(C)=CC(C(NNC2C=C(Cl)C=CC=2SCC)=O)=C([N+]([O-])=O)C=1.